Task: Predict the product of the given reaction.. Dataset: Forward reaction prediction with 1.9M reactions from USPTO patents (1976-2016) (1) The product is: [NH2:17][CH:18]([C:19](=[O:37])[N:20]1[CH2:25][CH2:24][CH2:23][CH2:22][CH:21]1[C:26]1[NH:27][CH:28]=[C:29]([C:31]2[CH:36]=[CH:35][CH:34]=[CH:33][CH:32]=2)[N:30]=1)[CH2:38][C:39]1[CH:40]=[CH:41][C:42]([C:45]([NH:46][CH3:47])=[O:48])=[CH:43][CH:44]=1. Given the reactants C1C2C(COC(=O)[NH:17][CH:18]([CH2:38][C:39]3[CH:44]=[CH:43][C:42]([C:45](=[O:48])[NH:46][CH3:47])=[CH:41][CH:40]=3)[C:19](=[O:37])[N:20]3[CH2:25][CH2:24][CH2:23][CH2:22][CH:21]3[C:26]3[NH:27][CH:28]=[C:29]([C:31]4[CH:36]=[CH:35][CH:34]=[CH:33][CH:32]=4)[N:30]=3)C3C(=CC=CC=3)C=2C=CC=1.N1CCCCC1, predict the reaction product. (2) Given the reactants [N:1]1([C:7]2[CH:12]=[CH:11][C:10]([NH:13][C:14]3[N:19]=[CH:18][C:17]4=[CH:20][CH:21]=[C:22]([C:23]5[CH:31]=[CH:30][C:26]([C:27](O)=[O:28])=[CH:25][CH:24]=5)[N:16]4[N:15]=3)=[CH:9][CH:8]=2)[CH2:6][CH2:5][O:4][CH2:3][CH2:2]1.CN(C)C=O.ON1C2C=CC=CC=2N=N1.CN1CCOCC1.[CH3:54][S:55]([CH2:58][CH2:59][NH2:60])(=[O:57])=[O:56].Cl.Cl.CN(C)CCCN=C=NCC, predict the reaction product. The product is: [CH3:54][S:55]([CH2:58][CH2:59][NH:60][C:27](=[O:28])[C:26]1[CH:30]=[CH:31][C:23]([C:22]2[N:16]3[C:17]([CH:18]=[N:19][C:14]([NH:13][C:10]4[CH:9]=[CH:8][C:7]([N:1]5[CH2:6][CH2:5][O:4][CH2:3][CH2:2]5)=[CH:12][CH:11]=4)=[N:15]3)=[CH:20][CH:21]=2)=[CH:24][CH:25]=1)(=[O:57])=[O:56]. (3) Given the reactants [CH3:1][C:2]1[C:3]([C:16]([C:18]2[CH:23]=[CH:22][C:21]([CH2:24]O)=[CH:20][CH:19]=2)=[CH2:17])=[CH:4][C:5]2[C:6]([CH3:15])([CH3:14])[CH2:7][CH2:8][C:9]([CH3:13])([CH3:12])[C:10]=2[CH:11]=1.CS(Cl)(=O)=O.[NH:31]1[CH2:36][CH2:35][C:34](=[O:37])[NH:33][C:32]1=[O:38].[H-].[Na+], predict the reaction product. The product is: [CH3:1][C:2]1[C:3]([C:16]([C:18]2[CH:19]=[CH:20][C:21]([CH2:24][N:33]3[C:34](=[O:37])[CH2:35][CH2:36][NH:31][C:32]3=[O:38])=[CH:22][CH:23]=2)=[CH2:17])=[CH:4][C:5]2[C:6]([CH3:14])([CH3:15])[CH2:7][CH2:8][C:9]([CH3:12])([CH3:13])[C:10]=2[CH:11]=1. (4) Given the reactants [N:1]1([C:7]([O:9][C:10]([CH3:13])([CH3:12])[CH3:11])=[O:8])[CH2:6][CH2:5][NH:4][CH2:3][CH2:2]1.[Cl:14][C:15]1[CH:20]=[CH:19][C:18]([OH:21])=[C:17]([C:22]2[CH:27]=[CH:26][N:25]=[C:24](Cl)[N:23]=2)[CH:16]=1.C(N(CC)CC)C.C(O)(C)C, predict the reaction product. The product is: [Cl:14][C:15]1[CH:20]=[CH:19][C:18]([OH:21])=[C:17]([C:22]2[CH:27]=[CH:26][N:25]=[C:24]([N:4]3[CH2:5][CH2:6][N:1]([C:7]([O:9][C:10]([CH3:13])([CH3:12])[CH3:11])=[O:8])[CH2:2][CH2:3]3)[N:23]=2)[CH:16]=1.